This data is from Catalyst prediction with 721,799 reactions and 888 catalyst types from USPTO. The task is: Predict which catalyst facilitates the given reaction. Reactant: [N+]([C:4]1[CH:11]=[C:10]([C:12]([F:15])([F:14])[F:13])[CH:9]=[CH:8][C:5]=1[C:6]#[N:7])([O-])=O.[N:16]1([CH2:22][CH2:23][OH:24])[CH2:21][CH2:20][O:19][CH2:18][CH2:17]1.[OH-].[K+]. Product: [N:16]1([CH2:22][CH2:23][O:24][C:4]2[CH:11]=[C:10]([C:12]([F:15])([F:14])[F:13])[CH:9]=[CH:8][C:5]=2[C:6]#[N:7])[CH2:21][CH2:20][O:19][CH2:18][CH2:17]1. The catalyst class is: 18.